Task: Predict the reaction yield, written as a fraction of the theoretical maximum amount of product (1.0 means a 100% yield; for example, 0.34 means a 34% yield).. Dataset: Reaction yield outcomes from USPTO patents with 853,638 reactions (1) The reactants are [O-:1][C:2]#[N:3].[K+].Cl.Cl.[NH:7]([C:9]1[CH:10]=[CH:11][C:12]([O:15][CH3:16])=[N:13][CH:14]=1)[NH2:8]. The catalyst is O. The product is [CH3:16][O:15][C:12]1[N:13]=[CH:14][C:9]([NH:7][NH:8][C:2]([NH2:3])=[O:1])=[CH:10][CH:11]=1. The yield is 1.48. (2) The yield is 0.925. The product is [CH3:49][N:48]([CH3:50])[O:47][CH2:46][CH2:45][O:44][C@@H:32]1[C@H:31]([OH:51])[C@@H:30]([CH2:29][OH:28])[O:34][C@H:33]1[N:35]1[CH:42]=[C:41]([CH3:43])[C:39](=[O:40])[NH:38][C:36]1=[O:37]. The catalyst is C1COCC1.C(Cl)Cl. The reactants are F.F.F.C(N(CC)CC)C.[Si]([O:28][CH2:29][C@H:30]1[O:34][C@@H:33]([N:35]2[CH:42]=[C:41]([CH3:43])[C:39](=[O:40])[NH:38][C:36]2=[O:37])[C@H:32]([O:44][CH2:45][CH2:46][O:47][N:48]([CH3:50])[CH3:49])[C@@H:31]1[OH:51])(C(C)(C)C)(C1C=CC=CC=1)C1C=CC=CC=1.CO. (3) The reactants are [NH2:1][CH2:2][CH:3]([OH:6])[CH2:4][OH:5].[F:7][C:8]([F:15])([F:14])[C:9](OCC)=[O:10]. The catalyst is O1CCCC1. The product is [OH:6][CH:3]([CH2:4][OH:5])[CH2:2][NH:1][C:9](=[O:10])[C:8]([F:15])([F:14])[F:7]. The yield is 0.950. (4) The reactants are [CH3:1][C:2]1[N:9]2[C:5]([S:6][C:7]([C:10]([NH:12][NH2:13])=[O:11])=[N:8]2)=[CH:4][N:3]=1.[F:14][C:15]1[CH:20]=[CH:19][CH:18]=[CH:17][C:16]=1[CH2:21][N:22]=[C:23]=O.ClC(Cl)(Cl)Cl.CCN(CC)CC.C1(P(C2C=CC=CC=2)C2C=CC=CC=2)C=CC=CC=1. The catalyst is C1COCC1. The product is [F:14][C:15]1[CH:20]=[CH:19][CH:18]=[CH:17][C:16]=1[CH2:21][NH:22][C:23]1[O:11][C:10]([C:7]2[S:6][C:5]3=[CH:4][N:3]=[C:2]([CH3:1])[N:9]3[N:8]=2)=[N:12][N:13]=1. The yield is 0.850. (5) The catalyst is O1CCOCC1.O.C1C=CC([P]([Pd]([P](C2C=CC=CC=2)(C2C=CC=CC=2)C2C=CC=CC=2)([P](C2C=CC=CC=2)(C2C=CC=CC=2)C2C=CC=CC=2)[P](C2C=CC=CC=2)(C2C=CC=CC=2)C2C=CC=CC=2)(C2C=CC=CC=2)C2C=CC=CC=2)=CC=1. The reactants are Br[C:2]1[CH:3]=[C:4]([N:22]([CH2:29][CH2:30][CH3:31])[CH:23]2[CH2:28][CH2:27][O:26][CH2:25][CH2:24]2)[C:5]([CH3:21])=[C:6]([CH:20]=1)[C:7]([NH:9][CH2:10][C:11]1[C:12](=[O:19])[NH:13][C:14]([CH3:18])=[CH:15][C:16]=1[CH3:17])=[O:8].CC1(C)C(C)(C)OB([C:40]2[CH:52]=[CH:51][C:43]([CH2:44][N:45]3[CH2:50][CH2:49][O:48][CH2:47][CH2:46]3)=[CH:42][CH:41]=2)O1.C([O-])([O-])=O.[Na+].[Na+]. The yield is 0.837. The product is [CH3:17][C:16]1[CH:15]=[C:14]([CH3:18])[NH:13][C:12](=[O:19])[C:11]=1[CH2:10][NH:9][C:7]([C:6]1[CH:20]=[C:2]([C:40]2[CH:41]=[CH:42][C:43]([CH2:44][N:45]3[CH2:50][CH2:49][O:48][CH2:47][CH2:46]3)=[CH:51][CH:52]=2)[CH:3]=[C:4]([N:22]([CH2:29][CH2:30][CH3:31])[CH:23]2[CH2:28][CH2:27][O:26][CH2:25][CH2:24]2)[C:5]=1[CH3:21])=[O:8]. (6) The reactants are C(=O)(OC)[O:2][C:3]1[CH:8]=[C:7]([N+:9]([O-:11])=[O:10])[C:6]([F:12])=[CH:5][C:4]=1[Cl:13].[OH-].[Na+]. The catalyst is O. The product is [Cl:13][C:4]1[CH:5]=[C:6]([F:12])[C:7]([N+:9]([O-:11])=[O:10])=[CH:8][C:3]=1[OH:2]. The yield is 0.980. (7) The reactants are [CH3:1][NH:2][CH3:3].O.Br[C:6]1[C:14]2[C:9](=[N:10][CH:11]=[C:12]([N+:15]([O-:17])=[O:16])[CH:13]=2)[NH:8][N:7]=1. The catalyst is CN(C=O)C.C(OCC)(=O)C. The product is [CH3:1][N:2]([CH3:3])[C:6]1[C:14]2[C:9](=[N:10][CH:11]=[C:12]([N+:15]([O-:17])=[O:16])[CH:13]=2)[NH:8][N:7]=1. The yield is 0.220. (8) The reactants are [C:1]([O:5][C:6]([N:8]1[CH2:11][CH:10]([C:12]([OH:14])=O)[CH2:9]1)=[O:7])([CH3:4])([CH3:3])[CH3:2].Cl.[CH3:16][O:17][NH:18][CH3:19].C(N(CC)CC)C.CN(C(ON1N=NC2C=CC=NC1=2)=[N+](C)C)C.F[P-](F)(F)(F)(F)F.C([O-])(O)=O.[Na+]. The catalyst is CN(C=O)C.C(OCC)(=O)C.C(Cl)Cl. The product is [C:1]([O:5][C:6]([N:8]1[CH2:9][CH:10]([C:12](=[O:14])[N:18]([O:17][CH3:16])[CH3:19])[CH2:11]1)=[O:7])([CH3:2])([CH3:3])[CH3:4]. The yield is 0.830. (9) The reactants are CC(C)([O-])C.[K+].[CH3:7][O:8][CH2:9][C@H:10]1[CH2:14][CH2:13][CH2:12][N:11]1[S:15]([C:18]1[CH:19]=[C:20]2[C:24](=[CH:25][CH:26]=1)[NH:23][C:22](=[O:27])[C:21]12[O:32][CH2:31][CH2:30][CH2:29][O:28]1)(=[O:17])=[O:16].Cl[CH2:34][C:35]([CH3:39])([CH3:38])[C:36]#[N:37].O. The catalyst is CS(C)=O. The product is [CH3:7][O:8][CH2:9][C@H:10]1[CH2:14][CH2:13][CH2:12][N:11]1[S:15]([C:18]1[CH:19]=[C:20]2[C:24](=[CH:25][CH:26]=1)[N:23]([CH2:34][C:35]([CH3:39])([CH3:38])[C:36]#[N:37])[C:22](=[O:27])[C:21]12[O:32][CH2:31][CH2:30][CH2:29][O:28]1)(=[O:17])=[O:16]. The yield is 0.630.